From a dataset of Peptide-MHC class II binding affinity with 134,281 pairs from IEDB. Regression. Given a peptide amino acid sequence and an MHC pseudo amino acid sequence, predict their binding affinity value. This is MHC class II binding data. The peptide sequence is HCNEMSWIQSIPFVH. The MHC is DRB1_0405 with pseudo-sequence DRB1_0405. The binding affinity (normalized) is 0.340.